Dataset: Catalyst prediction with 721,799 reactions and 888 catalyst types from USPTO. Task: Predict which catalyst facilitates the given reaction. (1) Reactant: [NH2:1][C:2]1[C:7]([Cl:8])=[CH:6][CH:5]=[CH:4][C:3]=1[OH:9].Cl.C(O[C:14](=N)[CH2:15][C:16]([O:18][CH2:19][CH3:20])=[O:17])C. Product: [Cl:8][C:7]1[C:2]2[N:1]=[C:14]([CH2:15][C:16]([O:18][CH2:19][CH3:20])=[O:17])[O:9][C:3]=2[CH:4]=[CH:5][CH:6]=1. The catalyst class is: 14. (2) Reactant: C([O:8][C@H:9]1[CH2:12][C@H:11]([C:13]([NH:15][C:16]2[CH:21]=[CH:20][CH:19]=[CH:18][N:17]=2)=[O:14])[CH2:10]1)C1C=CC=CC=1. Product: [OH:8][C@H:9]1[CH2:12][C@H:11]([C:13]([NH:15][C:16]2[CH:21]=[CH:20][CH:19]=[CH:18][N:17]=2)=[O:14])[CH2:10]1. The catalyst class is: 421. (3) Reactant: [CH3:1][O:2][C:3](=[O:17])[CH:4]([C:6]1[CH:11]=[C:10]([C:12]([F:15])([F:14])[F:13])[CH:9]=[C:8]([F:16])[CH:7]=1)[OH:5].[H-].[Na+].[H][H].F[C:23]1[CH:28]=[C:27]([Cl:29])[CH:26]=[CH:25][C:24]=1[C:30]([F:33])([F:32])[F:31]. Product: [CH3:1][O:2][C:3](=[O:17])[CH:4]([C:6]1[CH:11]=[C:10]([C:12]([F:14])([F:15])[F:13])[CH:9]=[C:8]([F:16])[CH:7]=1)[O:5][C:25]1[CH:26]=[C:27]([Cl:29])[CH:28]=[CH:23][C:24]=1[C:30]([F:31])([F:32])[F:33]. The catalyst class is: 288.